From a dataset of Forward reaction prediction with 1.9M reactions from USPTO patents (1976-2016). Predict the product of the given reaction. (1) The product is: [C:1]([C:5]1[CH:10]=[CH:9][C:8](/[CH:11]=[CH:12]/[C:13]([NH:15][C:16]2[CH:17]=[C:18]3[C:22](=[CH:23][CH:24]=2)[N:21]([CH2:25][CH2:26][OH:27])[CH:20]=[CH:19]3)=[O:14])=[CH:7][CH:6]=1)([CH3:4])([CH3:2])[CH3:3]. Given the reactants [C:1]([C:5]1[CH:10]=[CH:9][C:8](/[CH:11]=[CH:12]/[C:13]([NH:15][C:16]2[CH:17]=[C:18]3[C:22](=[CH:23][CH:24]=2)[N:21]([CH2:25][CH2:26][O:27][Si](C)(C)C(C)(C)C)[CH:20]=[CH:19]3)=[O:14])=[CH:7][CH:6]=1)([CH3:4])([CH3:3])[CH3:2].C(C1C=CC(/C=C/C(O)=O)=CC=1)(C)(C)C.C[Si](C)(OCCN1C2C(=CC(N)=CC=2)C=C1)C(C)(C)C, predict the reaction product. (2) Given the reactants [CH2:1]([N:8]1[CH2:13][CH2:12][C:11]([C:15]2[CH:20]=[CH:19][C:18]([CH2:21][CH2:22][O:23]COC)=[CH:17][CH:16]=2)(O)[CH2:10][CH2:9]1)[C:2]1[CH:7]=[CH:6][CH:5]=[CH:4][CH:3]=1.C1(C)C=CC(S(O)(=O)=O)=CC=1.O.C(=O)(O)[O-].[Na+], predict the reaction product. The product is: [CH2:1]([N:8]1[CH2:13][CH2:12][C:11]([C:15]2[CH:16]=[CH:17][C:18]([CH2:21][CH2:22][OH:23])=[CH:19][CH:20]=2)=[CH:10][CH2:9]1)[C:2]1[CH:3]=[CH:4][CH:5]=[CH:6][CH:7]=1. (3) Given the reactants C([O:5][C:6](=[O:34])[C:7]1[CH:12]=[CH:11][C:10]([N:13]([C:21]2[CH:26]=[CH:25][C:24]([O:27][CH:28]([F:30])[F:29])=[C:23]([O:31][CH2:32][CH3:33])[CH:22]=2)[CH2:14][C:15]2[CH:16]=[N:17][CH:18]=[N:19][CH:20]=2)=[CH:9][CH:8]=1)(C)(C)C.[OH-].[K+], predict the reaction product. The product is: [F:30][CH:28]([F:29])[O:27][C:24]1[CH:25]=[CH:26][C:21]([N:13]([CH2:14][C:15]2[CH:20]=[N:19][CH:18]=[N:17][CH:16]=2)[C:10]2[CH:9]=[CH:8][C:7]([C:6]([OH:34])=[O:5])=[CH:12][CH:11]=2)=[CH:22][C:23]=1[O:31][CH2:32][CH3:33].